From a dataset of Forward reaction prediction with 1.9M reactions from USPTO patents (1976-2016). Predict the product of the given reaction. (1) Given the reactants Br[C:2]1[C:3]([C:8]([O:10][CH3:11])=[O:9])=[N:4][CH:5]=[CH:6][CH:7]=1.[CH:12]([B-](F)(F)F)=[CH2:13].[K+].C(N(CC)CC)C, predict the reaction product. The product is: [CH:12]([C:2]1[C:3]([C:8]([O:10][CH3:11])=[O:9])=[N:4][CH:5]=[CH:6][CH:7]=1)=[CH2:13]. (2) Given the reactants [ClH:1].C(OC(=O)[NH:8][C:9]1[N:10]=[C:11]2[N:15]([CH:16]=1)[CH:14]=[C:13]([Br:17])[S:12]2)(C)(C)C, predict the reaction product. The product is: [ClH:1].[Br:17][C:13]1[S:12][C:11]2=[N:10][C:9]([NH2:8])=[CH:16][N:15]2[CH:14]=1. (3) Given the reactants Cl[C:2]1[N:3]=[CH:4][C:5]2[N:11]([CH3:12])[C:10](=[O:13])[CH:9]([CH3:14])[CH:8]([CH3:15])[N:7]([CH:16]3[CH2:20][CH2:19][CH2:18][CH2:17]3)[C:6]=2[N:21]=1.[NH2:22][C:23]1[CH:31]=[CH:30][C:26]([C:27]([OH:29])=[O:28])=[CH:25][C:24]=1[O:32][CH3:33].C(O)C, predict the reaction product. The product is: [CH:16]1([N:7]2[CH:8]([CH3:15])[CH:9]([CH3:14])[C:10](=[O:13])[N:11]([CH3:12])[C:5]3[CH:4]=[N:3][C:2]([NH:22][C:23]4[CH:31]=[CH:30][C:26]([C:27]([OH:29])=[O:28])=[CH:25][C:24]=4[O:32][CH3:33])=[N:21][C:6]2=3)[CH2:20][CH2:19][CH2:18][CH2:17]1. (4) Given the reactants [Br:1][C:2]1[CH:7]=[CH:6][C:5]([S:8]([C:11]2[CH:16]=[CH:15][C:14]([NH:17][C:18]([NH:20][C:21]3[CH:26]=[CH:25][CH:24]=[C:23]([C:27]#[N:28])[CH:22]=3)=[O:19])=[CH:13][CH:12]=2)(=[O:10])=[O:9])=[CH:4][CH:3]=1.C(C1C=C(NC(=O)N)C=CC=1)#N.[NH:41]1[CH2:46][CH2:45][CH:44]([OH:47])[CH2:43][CH2:42]1, predict the reaction product. The product is: [Br:1][C:2]1[CH:3]=[CH:4][C:5]([S:8]([C:11]2[CH:12]=[CH:13][C:14]([NH:17][C:18]([NH:20][C:21]3[CH:26]=[CH:25][CH:24]=[C:23]([C:27]([N:41]4[CH2:46][CH2:45][CH:44]([OH:47])[CH2:43][CH2:42]4)=[NH:28])[CH:22]=3)=[O:19])=[CH:15][CH:16]=2)(=[O:10])=[O:9])=[CH:6][CH:7]=1. (5) Given the reactants C(O[CH:4]=[N:5][NH:6][C:7]([O:9][CH3:10])=[O:8])C.[CH3:11][O:12][C:13]1[CH:20]=[CH:19][C:16]([CH2:17][NH2:18])=[CH:15][CH:14]=1, predict the reaction product. The product is: [CH3:11][O:12][C:13]1[CH:20]=[CH:19][C:16]([CH2:17][NH:18][CH:4]=[N:5][NH:6][C:7]([O:9][CH3:10])=[O:8])=[CH:15][CH:14]=1. (6) Given the reactants FC(F)(F)C(O)=O.[CH3:8][O:9][C:10](=[O:34])[C@@H:11]([NH:14][C:15]([C:17]1[S:18][C:19]([C:23](=[O:33])[NH:24][CH2:25][C:26]2[CH:31]=[CH:30][CH:29]=[C:28]([OH:32])[CH:27]=2)=[CH:20][C:21]=1[Br:22])=[O:16])[CH2:12][NH2:13].C(N(CC)CC)C.CN(C(ON1N=NC2C=CC=CC1=2)=[N+](C)C)C.F[P-](F)(F)(F)(F)F.C1C=CC2N(O)N=NC=2C=1.[S:76]1[CH:80]=[CH:79][CH:78]=[C:77]1[C:81](O)=[O:82], predict the reaction product. The product is: [CH3:8][O:9][C:10](=[O:34])[C@@H:11]([NH:14][C:15]([C:17]1[S:18][C:19]([C:23](=[O:33])[NH:24][CH2:25][C:26]2[CH:31]=[CH:30][CH:29]=[C:28]([OH:32])[CH:27]=2)=[CH:20][C:21]=1[Br:22])=[O:16])[CH2:12][NH:13][C:81]([C:77]1[S:76][CH:80]=[CH:79][CH:78]=1)=[O:82]. (7) Given the reactants Br[C:2]1[N:19]([CH2:20][C@H:21]2[CH2:26][CH2:25][C@H:24]([CH3:27])[CH2:23][CH2:22]2)[C:5]2[C:6]([C:12]3[CH:13]=[N:14][CH:15]=[C:16]([Cl:18])[CH:17]=3)=[N:7][C:8]([C:10]#[N:11])=[CH:9][C:4]=2[N:3]=1.[O:28]1[CH2:33][CH2:32][NH:31][C@@H:30]2[CH2:34][CH2:35][CH2:36][C@@H:29]12.[F-].[K+].C(N(CC)C(C)C)(C)C, predict the reaction product. The product is: [Cl:18][C:16]1[CH:17]=[C:12]([C:6]2[C:5]3[N:19]([CH2:20][C@H:21]4[CH2:26][CH2:25][C@H:24]([CH3:27])[CH2:23][CH2:22]4)[C:2]([N:31]4[CH2:32][CH2:33][O:28][C@@H:29]5[CH2:36][CH2:35][CH2:34][C@@H:30]45)=[N:3][C:4]=3[CH:9]=[C:8]([C:10]#[N:11])[N:7]=2)[CH:13]=[N:14][CH:15]=1. (8) Given the reactants [C:1]1([C:7]2[O:11][C:10]([C:12]([OH:14])=O)=[CH:9][CH:8]=2)[CH:6]=[CH:5][CH:4]=[CH:3][CH:2]=1.[CH3:15][O:16][C:17]([C:19]1[CH:28]=[CH:27][C:26]2[C:21](=[CH:22][CH:23]=[C:24]([NH2:29])[CH:25]=2)[CH:20]=1)=[O:18], predict the reaction product. The product is: [CH3:15][O:16][C:17]([C:19]1[CH:28]=[CH:27][C:26]2[C:21](=[CH:22][CH:23]=[C:24]([NH:29][C:12]([C:10]3[O:11][C:7]([C:1]4[CH:2]=[CH:3][CH:4]=[CH:5][CH:6]=4)=[CH:8][CH:9]=3)=[O:14])[CH:25]=2)[CH:20]=1)=[O:18].